From a dataset of Reaction yield outcomes from USPTO patents with 853,638 reactions. Predict the reaction yield, written as a fraction of the theoretical maximum amount of product (1.0 means a 100% yield; for example, 0.34 means a 34% yield). (1) The reactants are [CH2:1]([O:8][C:9]1[C:10]([CH2:19][CH3:20])(C)[CH2:11][C:12](=[CH:16][CH:17]=1)[C:13]([OH:15])=O)[C:2]1[CH:7]=[CH:6][CH:5]=[CH:4][CH:3]=1.[CH3:21]CN(C(C)C)C(C)C.C1CN([P+](O[N:47]2[N:55]=NC3C=CC=CC2=3)(N2CCCC2)N2CCCC2)CC1.F[P-](F)(F)(F)(F)F.NN. The catalyst is C(Cl)Cl.C1COCC1. The product is [CH2:1]([O:8][C:9]1[C:17]([CH3:21])=[CH:16][C:12]([C:13]([NH:47][NH2:55])=[O:15])=[CH:11][C:10]=1[CH2:19][CH3:20])[C:2]1[CH:3]=[CH:4][CH:5]=[CH:6][CH:7]=1. The yield is 0.400. (2) The yield is 0.940. The reactants are [O:1]=[C:2]1[NH:6][C:5](=[O:7])[CH2:4][N:3]1[C@@H:8]([C@@H:16]([CH3:19])[CH2:17][CH3:18])[C:9]([O:11][C:12]([CH3:15])([CH3:14])[CH3:13])=[O:10].[CH3:20][C:21]1[N:26]=[C:25]([CH2:27]O)[CH:24]=[CH:23][CH:22]=1.C1(P(C2C=CC=CC=2)C2C=CC=CC=2)C=CC=CC=1.N(C(OCC)=O)=NC(OCC)=O. The catalyst is ClCCl.O. The product is [CH3:19][C@@H:16]([CH2:17][CH3:18])[C@H:8]([N:3]1[CH2:4][C:5](=[O:7])[N:6]([CH2:27][C:25]2[CH:24]=[CH:23][CH:22]=[C:21]([CH3:20])[N:26]=2)[C:2]1=[O:1])[C:9]([O:11][C:12]([CH3:13])([CH3:14])[CH3:15])=[O:10]. (3) The reactants are O1CCC[CH2:2]1.[C:6]([O:10][C:11]([N:13]([CH2:20][C:21]([O:23][CH2:24][C:25]1[CH:30]=[CH:29][CH:28]=[CH:27][CH:26]=1)=[O:22])[CH2:14][CH2:15][O:16][CH2:17][CH2:18][OH:19])=[O:12])([CH3:9])([CH3:8])[CH3:7].[H-].[Na+].IC. The catalyst is O. The product is [C:6]([O:10][C:11]([N:13]([CH2:20][C:21]([O:23][CH2:24][C:25]1[CH:30]=[CH:29][CH:28]=[CH:27][CH:26]=1)=[O:22])[CH2:14][CH2:15][O:16][CH2:17][CH2:18][O:19][CH3:2])=[O:12])([CH3:9])([CH3:7])[CH3:8]. The yield is 0.500. (4) The reactants are [Cl:1][C:2]1[CH:27]=[CH:26][C:5]2[C:6](=[O:25])[N:7]=[C:8]([C:10]3[N:15]=[C:14]([CH2:16][CH2:17][C:18]([OH:20])=[O:19])[CH:13]=[C:12]([S:21]([CH3:24])(=[O:23])=[O:22])[CH:11]=3)[S:9][C:4]=2[CH:3]=1.[CH2:28]([N:30]([CH2:35][CH3:36])[C:31](=[O:34])[CH2:32]O)[CH3:29].C1C=CC2N(O)N=NC=2C=1.O.CCN=C=NCCCN(C)C. The catalyst is CN(C)C1C=CN=CC=1.O.CN(C=O)C. The product is [Cl:1][C:2]1[CH:27]=[CH:26][C:5]2[C:6](=[O:25])[N:7]=[C:8]([C:10]3[N:15]=[C:14]([CH2:16][CH2:17][C:18]([O:20][CH2:32][C:31]([N:30]([CH2:35][CH3:36])[CH2:28][CH3:29])=[O:34])=[O:19])[CH:13]=[C:12]([S:21]([CH3:24])(=[O:22])=[O:23])[CH:11]=3)[S:9][C:4]=2[CH:3]=1. The yield is 0.780. (5) The reactants are [CH:1]([C:3]1[CH:8]=[CH:7][C:6](B(O)O)=[CH:5][CH:4]=1)=[CH2:2].Cl[C:13]1[CH:18]=[CH:17][CH:16]=[CH:15][C:14]=1[C:19]1[CH:20]=[N:21][CH:22]=[CH:23][CH:24]=1.F[K].C(P)(C)(C)C.P(C(C)(C)C)(C(C)(C)C)C(C)(C)C. The catalyst is C(=CC(C=CC1C=CC=CC=1)=O)C1C=CC=CC=1.C(=CC(C=CC1C=CC=CC=1)=O)C1C=CC=CC=1.C(=CC(C=CC1C=CC=CC=1)=O)C1C=CC=CC=1.[Pd].O1CCOCC1. The product is [CH:1]([C:3]1[CH:8]=[CH:7][C:6]([C:13]2[CH:18]=[CH:17][CH:16]=[CH:15][C:14]=2[C:19]2[CH:20]=[N:21][CH:22]=[CH:23][CH:24]=2)=[CH:5][CH:4]=1)=[CH2:2]. The yield is 0.500. (6) The reactants are [Si:1]([O:8][CH2:9][C:10]([CH2:21]O)([C:16]([O:18][CH2:19][CH3:20])=[O:17])[C:11]([O:13][CH2:14][CH3:15])=[O:12])([C:4]([CH3:7])([CH3:6])[CH3:5])([CH3:3])[CH3:2].C(OC(=O)C)(=O)C.C(O)(=O)C.C([O-])([O-])=O.[Na+].[Na+].[CH3:40][S:41](C)=O. No catalyst specified. The product is [Si:1]([O:8][CH2:9][C:10]([CH2:21][S:41][CH3:40])([C:16]([O:18][CH2:19][CH3:20])=[O:17])[C:11]([O:13][CH2:14][CH3:15])=[O:12])([C:4]([CH3:7])([CH3:6])[CH3:5])([CH3:3])[CH3:2]. The yield is 0.910. (7) The yield is 0.840. The reactants are [C:1]([O:5][C@@H:6]([C@H:8]1[CH2:12][O:11][C:10](=[O:13])[NH:9]1)[CH3:7])([CH3:4])([CH3:3])[CH3:2].[Cl:14][C:15]1[N:20]=[C:19](Cl)[CH:18]=[C:17]([C:22]([F:25])([F:24])[F:23])[N:16]=1.[H-].[Na+]. The catalyst is CN(C=O)C.CCOC(C)=O. The product is [C:1]([O:5][C@@H:6]([C@H:8]1[CH2:12][O:11][C:10](=[O:13])[N:9]1[C:19]1[CH:18]=[C:17]([C:22]([F:25])([F:24])[F:23])[N:16]=[C:15]([Cl:14])[N:20]=1)[CH3:7])([CH3:2])([CH3:3])[CH3:4].